This data is from Catalyst prediction with 721,799 reactions and 888 catalyst types from USPTO. The task is: Predict which catalyst facilitates the given reaction. (1) Reactant: [NH2:1][C:2]1[C:10]([CH3:11])=[CH:9][C:8]([C:12]#[N:13])=[CH:7][C:3]=1[C:4]([OH:6])=[O:5].[O:14]=[C:15](Cl)OC(Cl)(Cl)Cl.C(#N)C. Product: [C:12]([C:8]1[CH:9]=[C:10]([CH3:11])[C:2]2[NH:1][C:15](=[O:14])[O:5][C:4](=[O:6])[C:3]=2[CH:7]=1)#[N:13]. The catalyst class is: 12. (2) Reactant: C(Cl)(=O)C(Cl)=O.CS(C)=O.[CH2:11]([N:18]([CH3:27])[C@@H:19]([CH:22]1[CH2:26][CH2:25][CH2:24][CH2:23]1)[CH2:20][OH:21])[C:12]1[CH:17]=[CH:16][CH:15]=[CH:14][CH:13]=1.C(N(CC)CC)C. Product: [CH2:11]([N:18]([CH3:27])[C@@H:19]([CH:22]1[CH2:26][CH2:25][CH2:24][CH2:23]1)[CH:20]=[O:21])[C:12]1[CH:17]=[CH:16][CH:15]=[CH:14][CH:13]=1. The catalyst class is: 46. (3) Reactant: [O:1]=[C:2]1[CH2:6][O:5][C:4]([NH:7][C@@H:8]2[CH2:10][C@H:9]2[C:11]2[CH:16]=[CH:15][CH:14]=[CH:13][CH:12]=2)=[C:3]1[C:17]([O:19][CH2:20][CH3:21])=[O:18].[NH:22]1[C:30]2[C:25](=[CH:26][CH:27]=[CH:28][N:29]=2)[C:24]([CH:31]=O)=[CH:23]1.N1CCC[C@H]1C(O)=O. Product: [NH:22]1[C:30]2=[N:29][CH:28]=[CH:27][CH:26]=[C:25]2[C:24]([CH:31]=[C:6]2[O:5][C:4]([NH:7][C@@H:8]3[CH2:10][C@H:9]3[C:11]3[CH:12]=[CH:13][CH:14]=[CH:15][CH:16]=3)=[C:3]([C:17]([O:19][CH2:20][CH3:21])=[O:18])[C:2]2=[O:1])=[CH:23]1. The catalyst class is: 8. (4) Reactant: [CH3:1][S:2]([CH2:5][CH2:6][C:7]1[N:12]=[CH:11][C:10]([NH2:13])=[CH:9][CH:8]=1)(=[O:4])=[O:3].C(N(C(C)C)C(C)C)C.[Cl:23][C:24]1[CH:25]=[C:26]([N:30]2[C:34]([CH2:35][NH:36][C:37](=O)[O:38]C3C=CC=CC=3)=[CH:33][C:32]([C:46]([F:49])([F:48])[F:47])=[N:31]2)[CH:27]=[CH:28][CH:29]=1. Product: [Cl:23][C:24]1[CH:25]=[C:26]([N:30]2[C:34]([CH2:35][NH:36][C:37]([NH:13][C:10]3[CH:11]=[N:12][C:7]([CH2:6][CH2:5][S:2]([CH3:1])(=[O:4])=[O:3])=[CH:8][CH:9]=3)=[O:38])=[CH:33][C:32]([C:46]([F:47])([F:48])[F:49])=[N:31]2)[CH:27]=[CH:28][CH:29]=1. The catalyst class is: 7. (5) Reactant: [Br:1][C:2]1[CH:6]=[N:5][N:4]([CH3:7])[C:3]=1[C:8]1[CH:9]=[C:10]([NH2:23])[CH:11]=[CH:12][C:13]=1[O:14][CH2:15][C:16]1[CH:21]=[CH:20][C:19]([Cl:22])=[CH:18][CH:17]=1.[Cl:24][C:25]1[CH:30]=[CH:29][C:28]([N:31]=[C:32]=[O:33])=[CH:27][CH:26]=1. Product: [Br:1][C:2]1[CH:6]=[N:5][N:4]([CH3:7])[C:3]=1[C:8]1[CH:9]=[C:10]([NH:23][C:32]([NH:31][C:28]2[CH:29]=[CH:30][C:25]([Cl:24])=[CH:26][CH:27]=2)=[O:33])[CH:11]=[CH:12][C:13]=1[O:14][CH2:15][C:16]1[CH:21]=[CH:20][C:19]([Cl:22])=[CH:18][CH:17]=1. The catalyst class is: 2. (6) Reactant: [CH3:1][O:2][C:3]([CH3:8])([CH3:7])[C:4]([NH2:6])=[O:5].C[Si]([N-][Si](C)(C)C)(C)C.[Li+].Cl[C:20]([O:22][C:23]([CH3:25])=[CH2:24])=[O:21]. Product: [CH3:1][O:2][C:3]([CH3:8])([CH3:7])[C:4]([NH:6][C:20](=[O:21])[O:22][C:23]([CH3:25])=[CH2:24])=[O:5]. The catalyst class is: 1.